This data is from Experimentally validated miRNA-target interactions with 360,000+ pairs, plus equal number of negative samples. The task is: Binary Classification. Given a miRNA mature sequence and a target amino acid sequence, predict their likelihood of interaction. The miRNA is rno-miR-383-5p with sequence CAGAUCAGAAGGUGACUGUGG. The protein sequence of the target gene is MAALKLLSSGLRLGASARSSRGALHKGCVCYFSVSTRHHTKFYTDPVEAVKDIPNGATLLVGGFGLCGIPENLIGALLKTGVKDLTAVSNNAGVDNFGLGLLLRSKQIKRMISSYVGENAEFERQFLSGELEVELTPQGTLAERIRAGGAGVPAFYTSTGYGTLVQEGGSPIKYNKDGSVAIASKPREVREFNGQHFILEEAITGDFALVKAWKADRAGNVIFRKSARNFNLPMCKAAGTTVVEVEEIVDIGSFAPEDIHIPKIYVHRLIKGEKYEKRIERLSLRKEGDGKGKSGKPGGD.... Result: 0 (no interaction).